From a dataset of M1 muscarinic receptor antagonist screen with 61,756 compounds. Binary Classification. Given a drug SMILES string, predict its activity (active/inactive) in a high-throughput screening assay against a specified biological target. (1) The result is 0 (inactive). The drug is Clc1ccc(S(=O)(=O)N2CCN(CC2)CC(=O)Nc2c(OC)ccc(c2)C)cc1. (2) The molecule is S(=O)(=O)(N1CCOCC1)c1cc(ccc1OC)CC(=O)Nc1sc2c(n1)cccc2. The result is 0 (inactive). (3) The molecule is O=C1N(CCC(C)C)C(=O)c2c1cc(cc2)C(=O)NCc1occc1. The result is 0 (inactive).